This data is from Reaction yield outcomes from USPTO patents with 853,638 reactions. The task is: Predict the reaction yield, written as a fraction of the theoretical maximum amount of product (1.0 means a 100% yield; for example, 0.34 means a 34% yield). (1) The reactants are Br[C:2]1[C:10]2[C:5](=[N:6][CH:7]=[C:8]([N+:11]([O-:13])=[O:12])[CH:9]=2)[NH:4][N:3]=1.CC1(C)C(C)(C)OB([C:22]2[CH:23]=[C:24]([N:28]3[CH2:33][CH2:32][N:31]([C:34]([O:36][C:37]([CH3:40])([CH3:39])[CH3:38])=[O:35])[CH2:30][CH2:29]3)[CH:25]=[CH:26][CH:27]=2)O1.C(=O)([O-])[O-].[K+].[K+].O. The catalyst is C(#N)C.C1C=CC(P(C2C=CC=CC=2)[C-]2C=CC=C2)=CC=1.C1C=CC(P(C2C=CC=CC=2)[C-]2C=CC=C2)=CC=1.Cl[Pd]Cl.[Fe+2]. The product is [N+:11]([C:8]1[CH:9]=[C:10]2[C:2]([C:22]3[CH:23]=[C:24]([N:28]4[CH2:29][CH2:30][N:31]([C:34]([O:36][C:37]([CH3:40])([CH3:39])[CH3:38])=[O:35])[CH2:32][CH2:33]4)[CH:25]=[CH:26][CH:27]=3)=[N:3][NH:4][C:5]2=[N:6][CH:7]=1)([O-:13])=[O:12]. The yield is 0.230. (2) The reactants are [Br:1][C:2]1[N:3]([C:13]2[CH:18]=[CH:17][C:16]([OH:19])=[CH:15][CH:14]=2)[C:4]2[C:9]([C:10]=1[C:11]#N)=[CH:8][CH:7]=[CH:6][CH:5]=2.[H-].C([Al+]CC(C)C)C(C)C.[OH2:30].Cl. The catalyst is C(Cl)Cl. The product is [Br:1][C:2]1[N:3]([C:13]2[CH:18]=[CH:17][C:16]([OH:19])=[CH:15][CH:14]=2)[C:4]2[C:9]([C:10]=1[CH:11]=[O:30])=[CH:8][CH:7]=[CH:6][CH:5]=2. The yield is 0.580.